This data is from Forward reaction prediction with 1.9M reactions from USPTO patents (1976-2016). The task is: Predict the product of the given reaction. (1) The product is: [BrH:8].[CH3:1][C@@H:2]1[NH:3][CH2:4][CH2:5][N:6]([C:9]2[N:14]=[CH:13][CH:12]=[CH:11][N:10]=2)[CH2:7]1. Given the reactants [CH3:1][C@H:2]1[CH2:7][NH:6][CH2:5][CH2:4][NH:3]1.[Br:8][C:9]1[N:14]=[CH:13][CH:12]=[CH:11][N:10]=1, predict the reaction product. (2) Given the reactants F[C:2]1[C:7]([C:8]2[N:13]=[C:12]([CH3:14])[N:11]=[C:10]([NH2:15])[N:9]=2)=[CH:6][C:5]([O:16][CH2:17][CH2:18][O:19][CH3:20])=[CH:4][N:3]=1.[NH2:21][C:22]1[CH:23]=[C:24]([NH:29][S:30]([CH3:33])(=[O:32])=[O:31])[C:25]([CH3:28])=[N:26][CH:27]=1.C[Si]([N-][Si](C)(C)C)(C)C.[Na+].C1COCC1, predict the reaction product. The product is: [NH2:15][C:10]1[N:11]=[C:12]([CH3:14])[N:13]=[C:8]([C:7]2[C:2]([NH:21][C:22]3[CH:23]=[C:24]([NH:29][S:30]([CH3:33])(=[O:32])=[O:31])[C:25]([CH3:28])=[N:26][CH:27]=3)=[N:3][CH:4]=[C:5]([O:16][CH2:17][CH2:18][O:19][CH3:20])[CH:6]=2)[N:9]=1. (3) The product is: [CH3:24][C:25]1[CH:33]=[CH:32][C:28]([C:29]([NH:12][C:13]2[CH:14]=[CH:15][C:16]([C:17]([O:19][CH2:20][CH3:21])=[O:18])=[CH:22][CH:23]=2)=[O:30])=[C:27]([N:34]2[CH2:39][CH2:38][CH:37]([CH3:40])[CH2:36][CH2:35]2)[CH:26]=1. Given the reactants CN(C)CCCN=C=NCC.[NH2:12][C:13]1[CH:23]=[CH:22][C:16]([C:17]([O:19][CH2:20][CH3:21])=[O:18])=[CH:15][CH:14]=1.[CH3:24][C:25]1[CH:33]=[CH:32][C:28]([C:29](O)=[O:30])=[C:27]([N:34]2[CH2:39][CH2:38][CH:37]([CH3:40])[CH2:36][CH2:35]2)[CH:26]=1.ON1C2C=CC=CC=2N=N1, predict the reaction product. (4) Given the reactants [N:1]1([CH2:7][CH2:8][CH2:9][NH:10][S:11]([C:14]2[C:19]([Cl:20])=[CH:18][CH:17]=[C:16]([N+:21]([O-])=O)[C:15]=2[OH:24])(=[O:13])=[O:12])[CH2:6][CH2:5][O:4][CH2:3][CH2:2]1.[H][H], predict the reaction product. The product is: [N:1]1([CH2:7][CH2:8][CH2:9][NH:10][S:11]([C:14]2[C:19]([Cl:20])=[CH:18][CH:17]=[C:16]([NH2:21])[C:15]=2[OH:24])(=[O:13])=[O:12])[CH2:6][CH2:5][O:4][CH2:3][CH2:2]1. (5) Given the reactants Br[C:2]1[O:3][CH:4]=[CH:5][C:6]=1[Br:7].[CH3:8][O:9][N:10]=[C:11]1[C:19]2[C:14](=[CH:15][C:16](B(O)O)=[CH:17][CH:18]=2)[CH2:13][CH2:12]1, predict the reaction product. The product is: [CH3:8][O:9][N:10]=[C:11]1[C:19]2[C:14](=[CH:15][C:16]([C:2]3[O:3][CH:4]=[CH:5][C:6]=3[Br:7])=[CH:17][CH:18]=2)[CH2:13][CH2:12]1. (6) Given the reactants Br[CH2:2][C:3]1[C:4]([Cl:20])=[C:5]([O:10][C:11]2[CH:12]=[C:13]([CH:16]=[C:17]([Cl:19])[CH:18]=2)[C:14]#[N:15])[C:6]([F:9])=[CH:7][CH:8]=1.[NH3:21].CO, predict the reaction product. The product is: [NH2:21][CH2:2][C:3]1[C:4]([Cl:20])=[C:5]([O:10][C:11]2[CH:12]=[C:13]([CH:16]=[C:17]([Cl:19])[CH:18]=2)[C:14]#[N:15])[C:6]([F:9])=[CH:7][CH:8]=1. (7) Given the reactants [Cl:1][C:2]1[CH:7]=[CH:6][CH:5]=[CH:4][C:3]=1[N:8]1[C:12]([OH:13])=[CH:11][C:10]([C:14]([O:16][CH2:17][CH3:18])=[O:15])=[N:9]1.C(N(CC)CC)C.C1C=CC(N([S:33]([C:36]([F:39])([F:38])[F:37])(=[O:35])=[O:34])[S:33]([C:36]([F:39])([F:38])[F:37])(=[O:35])=[O:34])=CC=1.O, predict the reaction product. The product is: [Cl:1][C:2]1[CH:7]=[CH:6][CH:5]=[CH:4][C:3]=1[N:8]1[C:12]([O:13][S:33]([C:36]([F:39])([F:38])[F:37])(=[O:35])=[O:34])=[CH:11][C:10]([C:14]([O:16][CH2:17][CH3:18])=[O:15])=[N:9]1.